Dataset: Forward reaction prediction with 1.9M reactions from USPTO patents (1976-2016). Task: Predict the product of the given reaction. (1) Given the reactants [CH2:1]([O:6][C:7]([NH:9][C@@H:10]([CH2:16][CH2:17][CH2:18][CH2:19][CH2:20][CH:21]=[CH2:22])[C:11]([O:13]CC)=[O:12])=[O:8])[CH2:2][CH2:3][CH:4]=[CH2:5].[Li+].[OH-].Cl, predict the reaction product. The product is: [CH2:1]([O:6][C:7]([NH:9][C@@H:10]([CH2:16][CH2:17][CH2:18][CH2:19][CH2:20][CH:21]=[CH2:22])[C:11]([OH:13])=[O:12])=[O:8])[CH2:2][CH2:3][CH:4]=[CH2:5]. (2) Given the reactants Cl[C:2]1[CH:11]=[C:10]2[C:5]([C:6]([CH3:18])=[CH:7][C:8]([C:12]3[CH:17]=[CH:16][CH:15]=[CH:14][CH:13]=3)=[N:9]2)=[CH:4][CH:3]=1.[B:19]1([B:19]2[O:23][C:22]([CH3:25])([CH3:24])[C:21]([CH3:27])([CH3:26])[O:20]2)[O:23][C:22]([CH3:25])([CH3:24])[C:21]([CH3:27])([CH3:26])[O:20]1.[Cl-].C(C1C=CC=C(CCC)C=1[N+]1C=CN(C2C(CCC)=CC=CC=2CCC)C=1)CC.CC([O-])=O.[K+], predict the reaction product. The product is: [CH3:18][C:6]1[C:5]2[C:10](=[CH:11][C:2]([B:19]3[O:23][C:22]([CH3:25])([CH3:24])[C:21]([CH3:27])([CH3:26])[O:20]3)=[CH:3][CH:4]=2)[N:9]=[C:8]([C:12]2[CH:17]=[CH:16][CH:15]=[CH:14][CH:13]=2)[CH:7]=1. (3) Given the reactants [Cl:1][C:2]1[CH:3]=[C:4]([CH:8]2[CH2:13][CH2:12][N:11]([C:14]3[C:23]([C:24]4[CH:29]=[CH:28][C:27]([F:30])=[CH:26][CH:25]=4)=[N:22][C:21]4[C:16](=[CH:17][CH:18]=[C:19]([C:31]([O:33]C)=[O:32])[CH:20]=4)[N:15]=3)[CH2:10][CH2:9]2)[CH:5]=[CH:6][CH:7]=1.[OH-].[Na+].Cl, predict the reaction product. The product is: [Cl:1][C:2]1[CH:3]=[C:4]([CH:8]2[CH2:9][CH2:10][N:11]([C:14]3[C:23]([C:24]4[CH:25]=[CH:26][C:27]([F:30])=[CH:28][CH:29]=4)=[N:22][C:21]4[C:16](=[CH:17][CH:18]=[C:19]([C:31]([OH:33])=[O:32])[CH:20]=4)[N:15]=3)[CH2:12][CH2:13]2)[CH:5]=[CH:6][CH:7]=1. (4) The product is: [CH3:17][N:16]([CH3:18])[S:13]([NH:12][C:8]1[CH:7]=[C:6]([CH:11]=[CH:10][CH:9]=1)[O:5][C:4]1[CH:19]=[C:20]([F:32])[CH:21]=[C:22]([NH:23][C:24]2[CH:29]=[CH:28][C:27]([I:30])=[CH:26][C:25]=2[F:31])[C:3]=1[C:1]([NH2:2])=[O:33])(=[O:14])=[O:15]. Given the reactants [C:1]([C:3]1[C:22]([NH:23][C:24]2[CH:29]=[CH:28][C:27]([I:30])=[CH:26][C:25]=2[F:31])=[CH:21][C:20]([F:32])=[CH:19][C:4]=1[O:5][C:6]1[CH:7]=[C:8]([NH:12][S:13]([N:16]([CH3:18])[CH3:17])(=[O:15])=[O:14])[CH:9]=[CH:10][CH:11]=1)#[N:2].[OH-:33].[Na+].OO, predict the reaction product. (5) Given the reactants [Si:1]([O:8][CH:9]([CH2:12][O:13][C:14]1[CH:19]=[CH:18][C:17]([CH2:20][CH2:21][CH2:22][CH2:23][CH2:24][CH2:25][CH2:26][CH3:27])=[CH:16][CH:15]=1)[C:10]#[N:11])([C:4]([CH3:7])([CH3:6])[CH3:5])([CH3:3])[CH3:2].N[C@H:29]([C:32]([O:34][CH3:35])=[O:33])[CH2:30][SH:31], predict the reaction product. The product is: [Si:1]([O:8][CH:9]([C:10]1[S:31][CH2:30][CH:29]([C:32]([O:34][CH3:35])=[O:33])[N:11]=1)[CH2:12][O:13][C:14]1[CH:19]=[CH:18][C:17]([CH2:20][CH2:21][CH2:22][CH2:23][CH2:24][CH2:25][CH2:26][CH3:27])=[CH:16][CH:15]=1)([C:4]([CH3:7])([CH3:6])[CH3:5])([CH3:2])[CH3:3]. (6) Given the reactants F[C:2]1[CH:3]=[C:4]2[C:9](=[CH:10][C:11]=1[N+:12]([O-:14])=[O:13])[NH:8][C:7](=[O:15])[N:6]([NH:16][S:17]([CH3:20])(=[O:19])=[O:18])[C:5]2=[O:21].[CH:22]1([NH2:25])[CH2:24][CH2:23]1, predict the reaction product. The product is: [CH:22]1([NH:25][C:2]2[CH:3]=[C:4]3[C:9](=[CH:10][C:11]=2[N+:12]([O-:14])=[O:13])[NH:8][C:7](=[O:15])[N:6]([NH:16][S:17]([CH3:20])(=[O:19])=[O:18])[C:5]3=[O:21])[CH2:24][CH2:23]1. (7) Given the reactants [CH2:1]([C:3]([C:28]1[CH:33]=[CH:32][C:31](OS(C(F)(F)F)(=O)=O)=[C:30]([CH3:42])[CH:29]=1)([C:6]1[CH:11]=[CH:10][C:9]([C:12]#[C:13][C:14]([O:23][CH2:24][O:25][CH3:26])([C:19]([F:22])([F:21])[F:20])[C:15]([F:18])([F:17])[F:16])=[C:8]([CH3:27])[CH:7]=1)[CH2:4][CH3:5])[CH3:2].CCN(CC)CC.[CH3:50][O:51][C:52](=[O:59])[CH2:53][CH2:54][CH2:55][CH2:56][C:57]#[CH:58].C(OCC)(=O)C, predict the reaction product. The product is: [CH3:50][O:51][C:52](=[O:59])[CH2:53][CH2:54][CH2:55][CH2:56][C:57]#[C:58][C:31]1[CH:32]=[CH:33][C:28]([C:3]([CH2:4][CH3:5])([C:6]2[CH:11]=[CH:10][C:9]([C:12]#[C:13][C:14]([O:23][CH2:24][O:25][CH3:26])([C:19]([F:22])([F:21])[F:20])[C:15]([F:18])([F:17])[F:16])=[C:8]([CH3:27])[CH:7]=2)[CH2:1][CH3:2])=[CH:29][C:30]=1[CH3:42]. (8) Given the reactants [Cl:1][C:2]1[CH:19]=[C:18]([N+:20]([O-])=O)[CH:17]=[CH:16][C:3]=1[O:4][C:5]1[CH:6]=[C:7]([C:11]2[S:15][CH:14]=[N:13][CH:12]=2)[CH:8]=[CH:9][CH:10]=1.C([O:31][CH2:32][CH2:33][O:34][CH2:35][CH2:36][N:37]1[C:45]2[C:44](Cl)=[N:43][CH:42]=[N:41][C:40]=2[CH:39]=[CH:38]1)(=O)C1C=CC=CC=1.C(=O)(O)[O-].[Na+].Cl, predict the reaction product. The product is: [Cl:1][C:2]1[CH:19]=[C:18]([NH:20][C:44]2[C:45]3[N:37]([CH2:36][CH2:35][O:34][CH2:33][CH2:32][OH:31])[CH:38]=[CH:39][C:40]=3[N:41]=[CH:42][N:43]=2)[CH:17]=[CH:16][C:3]=1[O:4][C:5]1[CH:10]=[CH:9][CH:8]=[C:7]([C:11]2[S:15][CH:14]=[N:13][CH:12]=2)[CH:6]=1. (9) Given the reactants [Li]CCCC.Br[C:7]1[N:11]([CH3:12])[C:10]([CH3:13])=[N:9][CH:8]=1.[Cl:14][C:15]1[C:24]2[C:19](=[CH:20][CH:21]=[C:22]([C:25]([C:27]3[N:31]([CH3:32])[C:30]([CH3:33])=[N:29][CH:28]=3)=[O:26])[CH:23]=2)[N:18]=[C:17]([O:34][CH3:35])[C:16]=1[CH2:36][C:37]1[CH:42]=[CH:41][C:40]([F:43])=[CH:39][CH:38]=1, predict the reaction product. The product is: [Cl:14][C:15]1[C:24]2[C:19](=[CH:20][CH:21]=[C:22]([C:25]([C:27]3[N:31]([CH3:32])[C:30]([CH3:33])=[N:29][CH:28]=3)([C:7]3[N:11]([CH3:12])[C:10]([CH3:13])=[N:9][CH:8]=3)[OH:26])[CH:23]=2)[N:18]=[C:17]([O:34][CH3:35])[C:16]=1[CH2:36][C:37]1[CH:38]=[CH:39][C:40]([F:43])=[CH:41][CH:42]=1. (10) The product is: [I:3][C:4]1[CH:5]=[C:6]2[C:19](=[CH:20][C:21]=1[N+:22]([O-:24])=[O:23])[CH2:18][C@:8]1([C:16]3[C:11](=[N:12][CH:13]=[CH:14][CH:15]=3)[N:10]([CH2:30][O:29][CH2:28][CH2:27][Si:26]([CH3:33])([CH3:32])[CH3:25])[C:9]1=[O:17])[CH2:7]2. Given the reactants [H-].[Na+].[I:3][C:4]1[CH:5]=[C:6]2[C:19](=[CH:20][C:21]=1[N+:22]([O-:24])=[O:23])[CH2:18][C@:8]1([C:16]3[C:11](=[N:12][CH:13]=[CH:14][CH:15]=3)[NH:10][C:9]1=[O:17])[CH2:7]2.[CH3:25][Si:26]([CH3:33])([CH3:32])[CH2:27][CH2:28][O:29][CH2:30]Cl, predict the reaction product.